Dataset: Peptide-MHC class II binding affinity with 134,281 pairs from IEDB. Task: Regression. Given a peptide amino acid sequence and an MHC pseudo amino acid sequence, predict their binding affinity value. This is MHC class II binding data. The peptide sequence is DFNEFISFCNANPGL. The MHC is DRB3_0202 with pseudo-sequence DRB3_0202. The binding affinity (normalized) is 0.636.